This data is from Peptide-MHC class II binding affinity with 134,281 pairs from IEDB. The task is: Regression. Given a peptide amino acid sequence and an MHC pseudo amino acid sequence, predict their binding affinity value. This is MHC class II binding data. (1) The peptide sequence is CGMFTNRSGSQQ. The MHC is DRB3_0101 with pseudo-sequence DRB3_0101. The binding affinity (normalized) is 0. (2) The peptide sequence is IAKVPPGPNITATYG. The MHC is DRB1_1201 with pseudo-sequence DRB1_1201. The binding affinity (normalized) is 0.